This data is from Reaction yield outcomes from USPTO patents with 853,638 reactions. The task is: Predict the reaction yield, written as a fraction of the theoretical maximum amount of product (1.0 means a 100% yield; for example, 0.34 means a 34% yield). (1) The reactants are [C:9](O[C:9]([O:11][C:12]([CH3:15])([CH3:14])[CH3:13])=[O:10])([O:11][C:12]([CH3:15])([CH3:14])[CH3:13])=[O:10].[CH2:16]([O:23][C:24](=[O:42])[CH:25]([NH:34][C:35]([O:37][C:38]([CH3:41])([CH3:40])[CH3:39])=[O:36])[CH2:26][CH2:27][C:28](=[O:33])[N:29]([O:31][CH3:32])[CH3:30])[C:17]1[CH:22]=[CH:21][CH:20]=[CH:19][CH:18]=1.C[N:44](C1C=CC=CN=1)C. The catalyst is C(#N)C. The product is [CH2:16]([O:23][C:24](=[O:42])[C:25]([NH:44][C:9]([O:11][C:12]([CH3:13])([CH3:14])[CH3:15])=[O:10])([NH:34][C:35]([O:37][C:38]([CH3:39])([CH3:41])[CH3:40])=[O:36])[CH2:26][CH2:27][C:28](=[O:33])[N:29]([O:31][CH3:32])[CH3:30])[C:17]1[CH:22]=[CH:21][CH:20]=[CH:19][CH:18]=1. The yield is 0.950. (2) The reactants are [CH3:1][N:2]1[CH2:7][CH2:6][NH:5][CH:4]([C:8]2[CH:13]=[CH:12][CH:11]=[CH:10][CH:9]=2)[CH2:3]1.C(N(CC)CC)C.[C:21](Cl)(=[O:25])[CH2:22][CH2:23][CH3:24]. The catalyst is ClCCl. The product is [C:21]([CH:3]1[CH:4]([C:8]2[CH:9]=[CH:10][CH:11]=[CH:12][CH:13]=2)[NH:5][CH2:6][CH2:7][N:2]1[CH3:1])(=[O:25])[CH2:22][CH2:23][CH3:24]. The yield is 0.950. (3) The reactants are [NH2:1][C:2]1[N:7]=[CH:6][N:5]=[C:4]2[N:8]([CH2:20][C:21]3[O:22][C:23]4[C:28]([C:29](=[O:38])[C:30]=3[C:31]3[CH:36]=[CH:35][CH:34]=[C:33]([F:37])[CH:32]=3)=[CH:27][C:26]([F:39])=[CH:25][CH:24]=4)[N:9]=[C:10]([C:11]3[CH:16]=[C:15]([O:17]C)[CH:14]=[C:13]([F:19])[CH:12]=3)[C:3]=12. The catalyst is ClCCl.B(Br)(Br)Br. The product is [NH2:1][C:2]1[N:7]=[CH:6][N:5]=[C:4]2[N:8]([CH2:20][C:21]3[O:22][C:23]4[C:28]([C:29](=[O:38])[C:30]=3[C:31]3[CH:36]=[CH:35][CH:34]=[C:33]([F:37])[CH:32]=3)=[CH:27][C:26]([F:39])=[CH:25][CH:24]=4)[N:9]=[C:10]([C:11]3[CH:16]=[C:15]([OH:17])[CH:14]=[C:13]([F:19])[CH:12]=3)[C:3]=12. The yield is 0.310. (4) The reactants are [CH:1]1([C:7]2[CH:12]=[CH:11][C:10]([OH:13])=[CH:9][CH:8]=2)[CH2:6][CH2:5][CH2:4][CH2:3][CH2:2]1.Cl[C:15]1[C:20]([CH3:21])=[CH:19][C:18]([N+:22]([O-:24])=[O:23])=[C:17]([CH3:25])[CH:16]=1.C(=O)([O-])[O-].[K+].[K+]. The catalyst is CN(C)C=O. The product is [CH:1]1([C:7]2[CH:8]=[CH:9][C:10]([O:13][C:15]3[C:20]([CH3:21])=[CH:19][C:18]([N+:22]([O-:24])=[O:23])=[C:17]([CH3:25])[CH:16]=3)=[CH:11][CH:12]=2)[CH2:2][CH2:3][CH2:4][CH2:5][CH2:6]1. The yield is 0.889.